This data is from Ames mutagenicity test results for genotoxicity prediction. The task is: Regression/Classification. Given a drug SMILES string, predict its toxicity properties. Task type varies by dataset: regression for continuous values (e.g., LD50, hERG inhibition percentage) or binary classification for toxic/non-toxic outcomes (e.g., AMES mutagenicity, cardiotoxicity, hepatotoxicity). Dataset: ames. (1) The drug is CCNc1nc(Cl)nc(NC(C)C)n1. The result is 0 (non-mutagenic). (2) The molecule is CC(O)Cc1cc(N)cc([N+](=O)[O-])c1N. The result is 0 (non-mutagenic). (3) The molecule is O=[N+]([O-])c1ccc2ccc3ccccc3c2c1. The result is 1 (mutagenic). (4) The drug is CCC(=O)/N=c1\sn(C(=O)CC)c2ccc([N+](=O)[O-])cc12. The result is 1 (mutagenic). (5) The molecule is CS(=O)(=O)Nc1ccc(Nc2c3ccc(N=[N+]=[N-])cc3nc3cc(N=[N+]=[N-])ccc23)cc1. The result is 1 (mutagenic). (6) The compound is C=CC1CO1. The result is 1 (mutagenic).